Dataset: Reaction yield outcomes from USPTO patents with 853,638 reactions. Task: Predict the reaction yield, written as a fraction of the theoretical maximum amount of product (1.0 means a 100% yield; for example, 0.34 means a 34% yield). (1) The reactants are [CH2:1]([O:8][C:9]([NH:11][C@@H:12]1[CH2:17][CH2:16][CH2:15][N:14]([C:18]2[CH:30]=[CH:29][C:28]([C:31]#[N:32])=[C:27]3[C:19]=2[C:20]2[CH:21]=[CH:22][C:23]([C:33]([O:35]CC)=[O:34])=[CH:24][C:25]=2[NH:26]3)[CH2:13]1)=[O:10])[C:2]1[CH:7]=[CH:6][CH:5]=[CH:4][CH:3]=1.[OH-].[K+]. The catalyst is C(O)C.O. The product is [CH2:1]([O:8][C:9]([NH:11][C@@H:12]1[CH2:17][CH2:16][CH2:15][N:14]([C:18]2[CH:30]=[CH:29][C:28]([C:31]#[N:32])=[C:27]3[C:19]=2[C:20]2[CH:21]=[CH:22][C:23]([C:33]([OH:35])=[O:34])=[CH:24][C:25]=2[NH:26]3)[CH2:13]1)=[O:10])[C:2]1[CH:3]=[CH:4][CH:5]=[CH:6][CH:7]=1. The yield is 0.210. (2) The reactants are [CH3:1][C:2]1[CH:7]=[CH:6][C:5]([C:8](=[O:10])[CH3:9])=[CH:4][CH:3]=1.C[O-].[Na+].[F:14][C:15]([F:22])([F:21])[C:16](OCC)=[O:17]. The catalyst is CO. The product is [CH3:1][C:2]1[CH:7]=[CH:6][C:5]([C:8](=[O:10])[CH2:9][C:16](=[O:17])[C:15]([F:22])([F:21])[F:14])=[CH:4][CH:3]=1. The yield is 0.940. (3) The reactants are [Br:1][C:2]1[CH:7]=[CH:6][C:5]([OH:8])=[C:4]([C:9]([F:12])([F:11])[F:10])[CH:3]=1.[I:13]I.Cl. The catalyst is [NH4+].[OH-].O. The product is [Br:1][C:2]1[CH:3]=[C:4]([C:9]([F:10])([F:11])[F:12])[C:5]([OH:8])=[C:6]([I:13])[CH:7]=1. The yield is 0.670. (4) The reactants are Br[C:2]1[N:7]2[N:8]=[C:9]([NH2:11])[N:10]=[C:6]2[CH:5]=[CH:4][CH:3]=1.[CH3:12][O:13][CH:14]1[CH2:19][CH2:18][NH:17][CH2:16][CH2:15]1.C(=O)([O-])[O-].[Cs+].[Cs+]. The catalyst is CN(C)C=O.C1C=CC(/C=C/C(/C=C/C2C=CC=CC=2)=O)=CC=1.C1C=CC(/C=C/C(/C=C/C2C=CC=CC=2)=O)=CC=1.C1C=CC(/C=C/C(/C=C/C2C=CC=CC=2)=O)=CC=1.[Pd].[Pd].CC(C1C=C(C(C)C)C(C2C=CC=CC=2P(C2CCCCC2)C2CCCCC2)=C(C(C)C)C=1)C. The yield is 0.670. The product is [CH3:12][O:13][CH:14]1[CH2:19][CH2:18][N:17]([C:2]2[N:7]3[N:8]=[C:9]([NH2:11])[N:10]=[C:6]3[CH:5]=[CH:4][CH:3]=2)[CH2:16][CH2:15]1. (5) The reactants are [OH:1][C:2]1[CH:11]=[CH:10][C:5]([C:6]([O:8][CH3:9])=[O:7])=[CH:4][CH:3]=1.C([O-])([O-])=O.[K+].[K+].I[CH2:19][CH2:20][CH2:21]/[CH:22]=[CH:23]\[CH2:24][CH2:25][CH2:26][CH2:27][CH2:28][CH3:29]. The catalyst is CN(C=O)C. The product is [CH2:19]([O:1][C:2]1[CH:3]=[CH:4][C:5]([C:6]([O:8][CH3:9])=[O:7])=[CH:10][CH:11]=1)[CH2:20][CH2:21]/[CH:22]=[CH:23]\[CH2:24][CH2:25][CH2:26][CH2:27][CH2:28][CH3:29]. The yield is 0.790. (6) The reactants are C[O:2][C:3](=O)[CH:4]([CH3:28])[CH2:5][C:6]1[CH:27]=[CH:26][C:9]2[C:10]3[N:14]([CH2:15][CH2:16][O:17][C:8]=2[CH:7]=1)[CH:13]=[C:12]([C:18]1[N:19]([CH:23]([CH3:25])[CH3:24])[N:20]=[CH:21][N:22]=1)[N:11]=3.O.[OH-].[Li+].C[N:34](C(ON1N=NC2C=CC=NC1=2)=[N+](C)C)C.F[P-](F)(F)(F)(F)F.[Cl-].[NH4+].C(N(CC)CC)C. The catalyst is CO.O. The product is [CH:23]([N:19]1[C:18]([C:12]2[N:11]=[C:10]3[C:9]4[CH:26]=[CH:27][C:6]([CH2:5][CH:4]([CH3:28])[C:3]([NH2:34])=[O:2])=[CH:7][C:8]=4[O:17][CH2:16][CH2:15][N:14]3[CH:13]=2)=[N:22][CH:21]=[N:20]1)([CH3:25])[CH3:24]. The yield is 0.420. (7) The reactants are [CH2:1]([N:8]1[CH2:12][CH2:11][C:10]([C:20]2[CH:21]=[C:22]3[C:26](=[CH:27][CH:28]=2)[NH:25][CH:24]=[CH:23]3)([CH2:13][C:14]2[CH:19]=[CH:18][CH:17]=[CH:16][CH:15]=2)[CH2:9]1)[C:2]1[CH:7]=[CH:6][CH:5]=[CH:4][CH:3]=1.[CH3:29][S:30](Cl)(=[O:32])=[O:31]. The catalyst is C1(C)C=CC=CC=1.[OH-].[Na+].[N+](CCCC)(CCCC)(CCCC)CCCC.[O-]S(O)(=O)=O.O.CCOC(C)=O. The product is [CH2:1]([N:8]1[CH2:12][CH2:11][C:10]([C:20]2[CH:21]=[C:22]3[C:26](=[CH:27][CH:28]=2)[N:25]([S:30]([CH3:29])(=[O:32])=[O:31])[CH:24]=[CH:23]3)([CH2:13][C:14]2[CH:19]=[CH:18][CH:17]=[CH:16][CH:15]=2)[CH2:9]1)[C:2]1[CH:7]=[CH:6][CH:5]=[CH:4][CH:3]=1. The yield is 0.570. (8) The reactants are [C:1]1([NH:7][C:8]2[CH:9]=[CH:10][C:11]([C:14]#N)=[N:12][CH:13]=2)[CH:6]=[CH:5][CH:4]=[CH:3][CH:2]=1.[OH-:16].[Na+].[OH2:18]. The yield is 0.870. The catalyst is CCO. The product is [C:1]1([NH:7][C:8]2[CH:9]=[CH:10][C:11]([C:14]([OH:18])=[O:16])=[N:12][CH:13]=2)[CH:6]=[CH:5][CH:4]=[CH:3][CH:2]=1. (9) The reactants are [CH3:1][O:2][C:3]1[CH:19]=[CH:18][C:6]([CH2:7][O:8][C:9]2[CH:17]=[CH:16][C:12]([C:13]([OH:15])=[O:14])=[CH:11][N:10]=2)=[CH:5][CH:4]=1.[C:20](=O)([O-])[O-].[K+].[K+].CI.O. The catalyst is CN(C=O)C. The product is [CH3:1][O:2][C:3]1[CH:4]=[CH:5][C:6]([CH2:7][O:8][C:9]2[CH:17]=[CH:16][C:12]([C:13]([O:15][CH3:20])=[O:14])=[CH:11][N:10]=2)=[CH:18][CH:19]=1. The yield is 0.440. (10) The reactants are [CH3:1][CH:2]1[CH2:15][C:14](=[O:16])[CH2:13][CH2:12][CH2:11][CH2:10][CH2:9][CH2:8][CH2:7][CH2:6][CH2:5][C:4](=[O:17])[CH2:3]1.N(CCCC)(CCCC)CCCC.O. The catalyst is C(Cl)Cl.C(OCCCC)(C)=O. The product is [OH:17][C:4]12[CH2:3][CH:2]([CH3:1])[CH2:15][C:14](=[O:16])[CH:13]1[CH2:12][CH2:11][CH2:10][CH2:9][CH2:8][CH2:7][CH2:6][CH2:5]2. The yield is 0.730.